From a dataset of Catalyst prediction with 721,799 reactions and 888 catalyst types from USPTO. Predict which catalyst facilitates the given reaction. (1) Reactant: Cl[C:2]1[C:11]2[C:6](=[CH:7][C:8]([O:15][CH:16]3[CH2:20][CH2:19][O:18][CH2:17]3)=[C:9]([N+:12]([O-:14])=[O:13])[CH:10]=2)[N:5]=[CH:4][C:3]=1[C:21]#[N:22].[Cl:23][C:24]1[CH:25]=[C:26]([NH2:38])[CH:27]=[CH:28][C:29]=1[O:30][CH2:31][C:32]1[CH:37]=[CH:36][CH:35]=[CH:34][N:33]=1.Cl.N1C=CC=CC=1. Product: [Cl:23][C:24]1[CH:25]=[C:26]([NH:38][C:2]2[C:11]3[C:6](=[CH:7][C:8]([O:15][CH:16]4[CH2:20][CH2:19][O:18][CH2:17]4)=[C:9]([N+:12]([O-:14])=[O:13])[CH:10]=3)[N:5]=[CH:4][C:3]=2[C:21]#[N:22])[CH:27]=[CH:28][C:29]=1[O:30][CH2:31][C:32]1[CH:37]=[CH:36][CH:35]=[CH:34][N:33]=1. The catalyst class is: 32. (2) Reactant: [CH2:1]([C:5]1[CH:10]=[CH:9][C:8]([C:11](=[CH2:15])[CH:12]([OH:14])[CH3:13])=[CH:7][CH:6]=1)[CH2:2][CH2:3][CH3:4]. Product: [CH2:1]([C:5]1[CH:6]=[CH:7][C:8]([C:11](=[CH2:15])[C:12](=[O:14])[CH3:13])=[CH:9][CH:10]=1)[CH2:2][CH2:3][CH3:4]. The catalyst class is: 485. (3) Product: [NH2:1][C:4]1[CH:5]=[C:6]([C:13]([N:15]2[CH2:20][CH2:19][CH2:18][CH2:17][CH2:16]2)=[O:14])[CH:7]=[CH:8][C:9]=1[NH2:10]. The catalyst class is: 696. Reactant: [N+:1]([C:4]1[CH:5]=[C:6]([C:13]([N:15]2[CH2:20][CH2:19][CH2:18][CH2:17][CH2:16]2)=[O:14])[CH:7]=[CH:8][C:9]=1[N+:10]([O-])=O)([O-])=O. (4) The catalyst class is: 315. Product: [CH:21]1[C:11]2[C:12]3[NH:13][C:14]4[C:19]([C:20]=3[CH:8]([C:6]([OH:7])=[O:5])[S:9][C:10]=2[CH:24]=[CH:23][CH:22]=1)=[CH:18][CH:17]=[CH:16][CH:15]=4. Reactant: [OH-].[K+].C([O:5][C:6]([CH:8]1[C:20]2[C:19]3[C:14](=[CH:15][CH:16]=[CH:17][CH:18]=3)[NH:13][C:12]=2[C:11]2[CH:21]=[CH:22][CH:23]=[CH:24][C:10]=2[S:9]1)=[O:7])C.Cl. (5) Reactant: [C:1]([NH:8][CH2:9][C:10]([OH:12])=[O:11])([O:3][C:4]([CH3:7])([CH3:6])[CH3:5])=[O:2].O[N:14]1[C:18](=[O:19])[CH2:17][CH2:16][C:15]1=[O:20].C1(N=C=NC2CCCCC2)CCCCC1. Product: [C:4]([O:3][C:1]([NH:8][CH2:9][C:10]([O:12][N:14]1[C:18](=[O:19])[CH2:17][CH2:16][C:15]1=[O:20])=[O:11])=[O:2])([CH3:6])([CH3:7])[CH3:5]. The catalyst class is: 2.